Dataset: Forward reaction prediction with 1.9M reactions from USPTO patents (1976-2016). Task: Predict the product of the given reaction. (1) Given the reactants C([N:8]1[CH2:13][CH2:12][N:11]([CH2:14][C@@H:15]2[CH2:20][CH2:19][CH2:18][CH2:17][N:16]2[CH3:21])[CH2:10][CH2:9]1)C1C=CC=CC=1.[H][H], predict the reaction product. The product is: [CH3:21][N:16]1[CH2:17][CH2:18][CH2:19][CH2:20][C@H:15]1[CH2:14][N:11]1[CH2:12][CH2:13][NH:8][CH2:9][CH2:10]1. (2) Given the reactants [F:1][C:2]1[C:7](I)=[C:6]([F:9])[C:5]([O:10][CH3:11])=[CH:4][C:3]=1[O:12][CH3:13].C([Mg]Cl)(C)C.C(O[B:23]1[O:27][C:26]([CH3:29])([CH3:28])[C:25]([CH3:31])([CH3:30])[O:24]1)(C)C, predict the reaction product. The product is: [F:1][C:2]1[C:3]([O:12][CH3:13])=[CH:4][C:5]([O:10][CH3:11])=[C:6]([F:9])[C:7]=1[B:23]1[O:27][C:26]([CH3:29])([CH3:28])[C:25]([CH3:31])([CH3:30])[O:24]1. (3) The product is: [Cl:1][C:2]1[CH:3]=[C:4]([N:20]2[C:25](=[O:26])[NH:24][C:23](=[O:27])[CH:22]=[N:21]2)[CH:5]=[C:6]([Cl:19])[C:7]=1[O:8][C:9]1[CH:14]=[C:13]([CH:15]([CH3:17])[CH3:16])[C:12](=[O:18])[NH:11][N:10]=1. Given the reactants [Cl:1][C:2]1[CH:3]=[C:4]([N:20]2[C:25](=[O:26])[NH:24][C:23](=[O:27])[C:22](C(O)=O)=[N:21]2)[CH:5]=[C:6]([Cl:19])[C:7]=1[O:8][C:9]1[CH:14]=[C:13]([CH:15]([CH3:17])[CH3:16])[C:12](=[O:18])[NH:11][N:10]=1.SCC(O)=O, predict the reaction product.